This data is from Experimentally validated miRNA-target interactions with 360,000+ pairs, plus equal number of negative samples. The task is: Binary Classification. Given a miRNA mature sequence and a target amino acid sequence, predict their likelihood of interaction. (1) The protein sequence of the target gene is MSTSWSDRLQNAADMPANMDKHALKKYRREAYHRVFVNRSLAMEKIKCFGFDMDYTLAVYKSPEYESLGFELTVERLVSIGYPQELLSFAYDSTFPTRGLVFDTLYGNLLKVDAYGNLLVCAHGFNFIRGPETREQYPNKFIQRDDTERFYILNTLFNLPETYLLACLVDFFTNCPRYTSCETGFKDGDLFMSYRSMFQDVRDAVDWVHYKGSLKEKTVENLEKYVVKDGKLPLLLSRMKEVGKVFLATNSDYKYTDKIMTYLFDFPHGPKPGSSHRPWQSYFDLILVDARKPLFFGEGT.... Result: 1 (interaction). The miRNA is hsa-miR-661 with sequence UGCCUGGGUCUCUGGCCUGCGCGU. (2) The miRNA is hsa-miR-874-5p with sequence CGGCCCCACGCACCAGGGUAAGA. The protein sequence of the target gene is MELQKGKGAAAAAAASGAAGGGGGGAGAGAPGGGRLLLSTSLDAKDELEERLERCMSIVTSMTAGVSEREANDALNAYVCKGLPQHEEICLGLFTLILTEPAQAQKCYRDLALVSRDGMNIVLNKINQILMEKYLKLQDTCRTQLVWLVRELVKSGVLGADGVCMTFMKQIAGGGDVTAKNIWLAESVLDILTEQREWVLKSSILIAMAVYTYLRLIVDHHGTAQLQALRQKEVDFCISLLRERFMECLMIGRDLVRLLQNVARIPEFELLWKDIIHNPQALSPQFTGILQLLQSRTSRK.... Result: 1 (interaction). (3) The miRNA is hsa-miR-26b-5p with sequence UUCAAGUAAUUCAGGAUAGGU. The protein sequence of the target gene is MQLQFRSWMLAALTLLVVFLIFADISEIEEEIGNSGGRGTIRSAVNSLHSKSNRAEVVINGSSSPAVVDRSNESIKHNIQPASSKWRHNQTLSLRIRKQILKFLDAEKDISVLKGTLKPGDIIHYIFDRDSTMNVSQNLYELLPRTSPLKNKHFGTCAIVGNSGVLLNSGCGQEIDAHSFVIRCNLAPVQEYARDVGLKTDLVTMNPSVIQRAFEDLVNATWREKLLQRLHSLNGSILWIPAFMARGGKERVEWVNELILKHHVNVRTAYPSLRLLHAVRGYWLTNKVHIKRPTTGLLMY.... Result: 1 (interaction). (4) The miRNA is hsa-miR-1207-5p with sequence UGGCAGGGAGGCUGGGAGGGG. The protein sequence of the target gene is MAASRRLMKELEEIRKCGMKNFRNIQVDEANLLTWQGLIVPDNPPYDKGAFRIEINFPAEYPFKPPKITFKTKIYHPNIDEKGQVCLPVISAENWKPATKTDQVIQSLIALVNDPQPEHPLRADLAEEYSKDRKKFCKNAEEFTKKYGEKRPVD. Result: 0 (no interaction).